This data is from Forward reaction prediction with 1.9M reactions from USPTO patents (1976-2016). The task is: Predict the product of the given reaction. (1) Given the reactants [CH2:1]([N:8]1[CH:12]=[C:11]([C:13](OCC)=[O:14])[C:10]([O:18][CH2:19][C:20]2[CH:25]=[CH:24][C:23]([O:26][CH2:27][C:28]3[N:29]=[C:30]([C:34]4[O:35][CH:36]=[CH:37][CH:38]=4)[O:31][C:32]=3[CH3:33])=[CH:22][C:21]=2[O:39][CH3:40])=[N:9]1)[C:2]1[CH:7]=[CH:6][CH:5]=[CH:4][CH:3]=1.[H-].[Al+3].[Li+].[H-].[H-].[H-].O.O.O.O.O.O.O.O.O.O.S([O-])([O-])(=O)=O.[Na+].[Na+], predict the reaction product. The product is: [CH2:1]([N:8]1[CH:12]=[C:11]([CH2:13][OH:14])[C:10]([O:18][CH2:19][C:20]2[CH:25]=[CH:24][C:23]([O:26][CH2:27][C:28]3[N:29]=[C:30]([C:34]4[O:35][CH:36]=[CH:37][CH:38]=4)[O:31][C:32]=3[CH3:33])=[CH:22][C:21]=2[O:39][CH3:40])=[N:9]1)[C:2]1[CH:3]=[CH:4][CH:5]=[CH:6][CH:7]=1. (2) Given the reactants [Br:1][CH2:2][CH2:3][CH2:4][CH2:5][CH2:6][OH:7].[O:8]1[CH:13]=[CH:12][CH2:11][CH2:10][CH2:9]1.O.C1(C)C=CC(S(O)(=O)=O)=CC=1, predict the reaction product. The product is: [Br:1][CH2:2][CH2:3][CH2:4][CH2:5][CH2:6][O:7][CH:9]1[CH2:10][CH2:11][CH2:12][CH2:13][O:8]1.